This data is from TCR-epitope binding with 47,182 pairs between 192 epitopes and 23,139 TCRs. The task is: Binary Classification. Given a T-cell receptor sequence (or CDR3 region) and an epitope sequence, predict whether binding occurs between them. (1) The epitope is MPASWVMRI. The TCR CDR3 sequence is CASSLGLAGSDTQYF. Result: 1 (the TCR binds to the epitope). (2) The epitope is PKYVKQNTLKLAT. The TCR CDR3 sequence is CASSESEDPSVGEQFF. Result: 1 (the TCR binds to the epitope).